From a dataset of Forward reaction prediction with 1.9M reactions from USPTO patents (1976-2016). Predict the product of the given reaction. (1) Given the reactants [Br:1][C:2]1[CH:7]=[CH:6][C:5]([C:8]2[CH:13]=[CH:12][C:11]([C:14]([CH3:21])([CH3:20])[C:15](OCC)=[O:16])=[CH:10][CH:9]=2)=[CH:4][CH:3]=1.[H-].[Al+3].[Li+].[H-].[H-].[H-].O, predict the reaction product. The product is: [Br:1][C:2]1[CH:3]=[CH:4][C:5]([C:8]2[CH:13]=[CH:12][C:11]([C:14]([CH3:21])([CH3:20])[CH2:15][OH:16])=[CH:10][CH:9]=2)=[CH:6][CH:7]=1. (2) Given the reactants [NH2:1][CH2:2][C:3]1[CH:4]=[C:5]([C:9]2[CH:18]=[CH:17][C:16]3[N:15]=[CH:14][C:13]4[N:19]([CH3:30])[C:20](=[O:29])[N:21]([C:22]5[C:23]([CH3:28])=[N:24][N:25]([CH3:27])[CH:26]=5)[C:12]=4[C:11]=3[CH:10]=2)[CH:6]=[N:7][CH:8]=1.CCN(C(C)C)C(C)C.[C:40](Cl)(=[O:42])[CH3:41], predict the reaction product. The product is: [CH3:27][N:25]1[CH:26]=[C:22]([N:21]2[C:12]3[C:11]4[CH:10]=[C:9]([C:5]5[CH:4]=[C:3]([CH2:2][NH:1][C:40](=[O:42])[CH3:41])[CH:8]=[N:7][CH:6]=5)[CH:18]=[CH:17][C:16]=4[N:15]=[CH:14][C:13]=3[N:19]([CH3:30])[C:20]2=[O:29])[C:23]([CH3:28])=[N:24]1. (3) Given the reactants C1(P(C2C=CC=CC=2)C2C=CC=CC=2)C=CC=CC=1.BrN1C(=O)CCC1=O.[Cl:28][C:29]1[CH:30]=[C:31]([CH:39]([CH2:43][CH:44]2[CH2:48][CH2:47][CH2:46][CH2:45]2)[C:40]([OH:42])=O)[CH:32]=[CH:33][C:34]=1[S:35]([CH3:38])(=[O:37])=[O:36].[NH2:49][C:50]1[S:51][C:52]2[CH:58]=[CH:57][CH:56]=[CH:55][C:53]=2[N:54]=1.N1C=CC=CC=1, predict the reaction product. The product is: [S:51]1[C:52]2[CH:58]=[CH:57][CH:56]=[CH:55][C:53]=2[N:54]=[C:50]1[NH:49][C:40](=[O:42])[CH:39]([C:31]1[CH:32]=[CH:33][C:34]([S:35]([CH3:38])(=[O:36])=[O:37])=[C:29]([Cl:28])[CH:30]=1)[CH2:43][CH:44]1[CH2:48][CH2:47][CH2:46][CH2:45]1. (4) Given the reactants Cl[C:2]1[C:7]([C:8]([NH:10][C:11]2[C:12]([NH:17][CH2:18][CH3:19])=[N:13][CH:14]=[CH:15][CH:16]=2)=[O:9])=[CH:6][C:5]([Br:20])=[CH:4][N:3]=1.C[Si](C)(C)[N-][Si](C)(C)C.[Na+].C1COCC1, predict the reaction product. The product is: [Br:20][C:5]1[CH:4]=[N:3][C:2]2[N:17]([CH2:18][CH3:19])[C:12]3[N:13]=[CH:14][CH:15]=[CH:16][C:11]=3[NH:10][C:8](=[O:9])[C:7]=2[CH:6]=1. (5) Given the reactants O1CCOC1[C:6]1[CH:11]=[CH:10][CH:9]=[CH:8][C:7]=1[C:12]1[N:13]=[C:14]([N:22]2[CH2:27][CH2:26][N:25]([CH2:28][CH3:29])[CH2:24][CH2:23]2)[C:15]2[C:20]([CH:21]=1)=[CH:19][CH:18]=[CH:17][CH:16]=2.Cl.[CH3:31][OH:32], predict the reaction product. The product is: [CH2:28]([N:25]1[CH2:26][CH2:27][N:22]([C:14]2[C:15]3[C:20](=[CH:19][CH:18]=[CH:17][CH:16]=3)[CH:21]=[C:12]([C:7]3[CH:8]=[CH:9][C:10]([CH:31]=[O:32])=[CH:11][CH:6]=3)[N:13]=2)[CH2:23][CH2:24]1)[CH3:29]. (6) Given the reactants CC([N:5]([C:9]([CH3:32])([CH3:31])[C:10](=[O:30])[NH:11][C:12]1[CH:13]=[N:14][C:15]([O:18][C:19]2[C:24]3[C:25]4([CH2:28][O:29][C:23]=3[CH:22]=[CH:21][CH:20]=2)[CH2:27][CH2:26]4)=[CH:16][CH:17]=1)[C:6](=[O:8])[O-])(C)C.ClC(Cl)(OC(=O)OC(Cl)(Cl)Cl)Cl, predict the reaction product. The product is: [CH3:32][C:9]1([CH3:31])[NH:5][C:6](=[O:8])[N:11]([C:12]2[CH:13]=[N:14][C:15]([O:18][C:19]3[C:24]4[C:25]5([CH2:28][O:29][C:23]=4[CH:22]=[CH:21][CH:20]=3)[CH2:26][CH2:27]5)=[CH:16][CH:17]=2)[C:10]1=[O:30].